Dataset: Peptide-MHC class I binding affinity with 185,985 pairs from IEDB/IMGT. Task: Regression. Given a peptide amino acid sequence and an MHC pseudo amino acid sequence, predict their binding affinity value. This is MHC class I binding data. (1) The binding affinity (normalized) is 0.450. The MHC is HLA-A02:11 with pseudo-sequence HLA-A02:11. The peptide sequence is AVGIGLRLV. (2) The binding affinity (normalized) is 0.324. The MHC is HLA-A11:01 with pseudo-sequence HLA-A11:01. The peptide sequence is KGEGAVILK. (3) The peptide sequence is IVTDFSVIK. The MHC is HLA-B08:01 with pseudo-sequence HLA-B08:01. The binding affinity (normalized) is 0.0152. (4) The peptide sequence is DSDGSFFLY. The MHC is HLA-B07:02 with pseudo-sequence HLA-B07:02. The binding affinity (normalized) is 0.0847. (5) The binding affinity (normalized) is 0. The peptide sequence is YPLTFGWCF. The MHC is HLA-A11:01 with pseudo-sequence HLA-A11:01.